This data is from Reaction yield outcomes from USPTO patents with 853,638 reactions. The task is: Predict the reaction yield, written as a fraction of the theoretical maximum amount of product (1.0 means a 100% yield; for example, 0.34 means a 34% yield). (1) The product is [ClH:40].[F:1][C:2]1[CH:7]=[CH:6][CH:5]=[CH:4][C:3]=1[C:8]1[C:9]([N:14]2[CH2:15][CH2:16][N:17]([CH2:20][CH2:21][N:22]([CH3:23])[S:37]([C:35]3[N:34]=[C:33]([CH3:41])[N:32]([CH3:31])[CH:36]=3)(=[O:39])=[O:38])[CH2:18][CH2:19]2)=[N:10][CH:11]=[CH:12][N:13]=1. The catalyst is ClCCl. The reactants are [F:1][C:2]1[CH:7]=[CH:6][CH:5]=[CH:4][C:3]=1[C:8]1[C:9]([N:14]2[CH2:19][CH2:18][N:17]([CH2:20][CH2:21][NH:22][CH3:23])[CH2:16][CH2:15]2)=[N:10][CH:11]=[CH:12][N:13]=1.C(N(CC)CC)C.[CH3:31][N:32]1[CH:36]=[C:35]([S:37]([Cl:40])(=[O:39])=[O:38])[N:34]=[C:33]1[CH3:41]. The yield is 0.790. (2) The yield is 0.350. The reactants are [ClH:1].Cl.[NH2:3][CH2:4][C@@:5]1([OH:13])[CH:10]2[CH2:11][CH2:12][N:7]([CH2:8][CH2:9]2)[CH2:6]1.C([O-])([O-])=O.[Cs+].[Cs+].N([C:23]1C=[C:27]([C:29]2C=NC=CC=2)[N:26]=[CH:25][N:24]=1)=C=S.C(N=C=[N:40][CH:41](C)C)(C)C. The catalyst is CN(C)C=O. The product is [Cl:1][C:29]1[N:40]=[CH:41][C:25]([NH:24][C:23]2[O:13][C@@:5]3([CH2:4][N:3]=2)[CH:10]2[CH2:9][CH2:8][N:7]([CH2:12][CH2:11]2)[CH2:6]3)=[N:26][CH:27]=1. (3) The reactants are [Si]([O:8][CH:9]([CH2:29][CH2:30][CH2:31][CH2:32][CH2:33][CH2:34][CH2:35][C:36]([O:38][CH2:39]/[CH:40]=[CH:41]\[CH2:42][CH2:43][CH2:44][CH2:45][CH2:46][CH3:47])=[O:37])[CH2:10][CH2:11][CH2:12][CH2:13][CH2:14][CH2:15][CH2:16][C:17]([O:19][CH2:20]/[CH:21]=[CH:22]\[CH2:23][CH2:24][CH2:25][CH2:26][CH2:27][CH3:28])=[O:18])(C(C)(C)C)(C)C. The catalyst is CCCC[N+](CCCC)(CCCC)CCCC.[F-].C1COCC1.O. The product is [OH:8][CH:9]([CH2:10][CH2:11][CH2:12][CH2:13][CH2:14][CH2:15][CH2:16][C:17]([O:19][CH2:20]/[CH:21]=[CH:22]\[CH2:23][CH2:24][CH2:25][CH2:26][CH2:27][CH3:28])=[O:18])[CH2:29][CH2:30][CH2:31][CH2:32][CH2:33][CH2:34][CH2:35][C:36]([O:38][CH2:39]/[CH:40]=[CH:41]\[CH2:42][CH2:43][CH2:44][CH2:45][CH2:46][CH3:47])=[O:37]. The yield is 0.390. (4) The reactants are CC1(C)[O:9][C:8](=[O:10])[C:5]2([CH2:7][CH2:6]2)[C:4](=[O:11])O1.[CH2:13]([C:15]1[CH:21]=[CH:20][CH:19]=[CH:18][C:16]=1[NH2:17])[CH3:14]. The catalyst is C(O)C. The product is [CH2:13]([C:15]1[CH:21]=[CH:20][CH:19]=[CH:18][C:16]=1[N:17]1[CH2:6][CH2:7][CH:5]([C:8]([OH:9])=[O:10])[C:4]1=[O:11])[CH3:14]. The yield is 0.950. (5) The reactants are [CH:1]1[C:10]2[C:5](=[CH:6][CH:7]=[CH:8][CH:9]=2)[CH:4]=[CH:3][C:2]=1[C:11]([NH:13][CH2:14][CH2:15][CH2:16][CH2:17][CH2:18][C:19]([OH:21])=O)=[O:12].C(N1C=CN=C1)(N1C=CN=C1)=O.[NH2:34][OH:35].Cl.NO. The catalyst is O1CCCC1.CN(C)C=O.C(N(CC)CC)C. The product is [OH:35][NH:34][C:19]([CH2:18][CH2:17][CH2:16][CH2:15][CH2:14][NH:13][C:11]([C:2]1[CH:3]=[CH:4][C:5]2[C:10](=[CH:9][CH:8]=[CH:7][CH:6]=2)[CH:1]=1)=[O:12])=[O:21]. The yield is 0.400. (6) The reactants are [NH2:1][C:2]1[CH:7]=[CH:6][C:5]([CH3:8])=[CH:4][C:3]=1[C:9]([CH:11]1[CH2:13][CH2:12]1)=[O:10].CON(C)[C:17]([CH:19]1CCCC[CH2:20]1)=O. No catalyst specified. The product is [NH2:1][C:2]1[CH:7]=[CH:6][C:5]([CH3:8])=[CH:4][C:3]=1[C:9]([CH:11]1[CH2:13][CH2:12][CH2:20][CH2:19][CH2:17]1)=[O:10]. The yield is 0.750. (7) The reactants are C(OC(=O)[NH:10][C:11]1[CH:16]=[CH:15][C:14]([CH:17]=[CH:18][C:19]([F:22])([F:21])[F:20])=[C:13]([C:23]([F:26])([F:25])[F:24])[CH:12]=1)C1C=CC=CC=1. The catalyst is CO.[C].[Pd]. The product is [F:24][C:23]([F:25])([F:26])[C:13]1[CH:12]=[C:11]([CH:16]=[CH:15][C:14]=1[CH2:17][CH2:18][C:19]([F:22])([F:21])[F:20])[NH2:10]. The yield is 0.830.